The task is: Predict the product of the given reaction.. This data is from Forward reaction prediction with 1.9M reactions from USPTO patents (1976-2016). (1) Given the reactants Br[C:2]1[CH:3]=[CH:4][C:5]2[N:6]([N:8]=[C:9]([C:11]([N:13]3[CH2:18][CH2:17][CH2:16][CH2:15][CH2:14]3)=[O:12])[N:10]=2)[CH:7]=1.[F:19][C:20]1[CH:25]=[CH:24][CH:23]=[CH:22][C:21]=1[C:26]#[CH:27], predict the reaction product. The product is: [F:19][C:20]1[CH:25]=[CH:24][CH:23]=[CH:22][C:21]=1[C:26]#[C:27][C:2]1[CH:3]=[CH:4][C:5]2[N:6]([N:8]=[C:9]([C:11]([N:13]3[CH2:18][CH2:17][CH2:16][CH2:15][CH2:14]3)=[O:12])[N:10]=2)[CH:7]=1. (2) Given the reactants [O:1]1[CH2:6][CH2:5][N:4]([CH2:7][C:8]2[CH:9]=[CH:10][C:11]([C:14]#[N:15])=[N:12][CH:13]=2)[CH2:3][CH2:2]1.CC1C=CC(S(O)(=O)=O)=CC=1, predict the reaction product. The product is: [O:1]1[CH2:6][CH2:5][N:4]([CH2:7][C:8]2[CH:9]=[CH:10][C:11]([CH2:14][NH2:15])=[N:12][CH:13]=2)[CH2:3][CH2:2]1. (3) Given the reactants [O:1]1[CH2:3][C@@H:2]1[C@@H:4]([NH:12][C:13](=[O:19])[O:14][C:15]([CH3:18])([CH3:17])[CH3:16])[CH2:5][C:6]1[CH:11]=[CH:10][CH:9]=[CH:8][CH:7]=1.[CH:20]1([NH2:26])[CH2:25][CH2:24][CH2:23][CH2:22][CH2:21]1, predict the reaction product. The product is: [CH2:5]([C@H:4]([NH:12][C:13](=[O:19])[O:14][C:15]([CH3:18])([CH3:17])[CH3:16])[C@H:2]([OH:1])[CH2:3][NH:26][CH:20]1[CH2:25][CH2:24][CH2:23][CH2:22][CH2:21]1)[C:6]1[CH:11]=[CH:10][CH:9]=[CH:8][CH:7]=1. (4) The product is: [Br:19][C:20]1[CH:21]=[C:22]2[C:32](=[CH:33][C:34]=1[F:35])[O:31][C:25]1=[N:26][CH:27]=[C:28]([I:30])[CH:29]=[C:24]1[C:23]2=[CH2:2]. Given the reactants Br[C:2]1C(F)=C2C(=CC=1)OC1=NC=C(I)C=C1C2=O.[Br:19][C:20]1[CH:21]=[C:22]2[C:32](=[CH:33][C:34]=1[F:35])[O:31][C:25]1=[N:26][CH:27]=[C:28]([I:30])[CH:29]=[C:24]1[C:23]2=O.C[Mg]Cl.BrC1C(F)=C2C(=CC=1)OC1=NC=C(I)C=C1C2=C, predict the reaction product. (5) Given the reactants [F:1][C:2]([F:36])([F:35])[C:3]1[CH:4]=[C:5]([C@H:13]([O:15][C@H:16]2[CH2:25][CH2:24][C:23]3[N:22]=[C:21]([C:26]#[N:27])[CH:20]=[CH:19][C:18]=3[C@@H:17]2[C:28]2[CH:33]=[CH:32][C:31]([F:34])=[CH:30][CH:29]=2)[CH3:14])[CH:6]=[C:7]([C:9]([F:12])([F:11])[F:10])[CH:8]=1.CC(C[AlH]CC(C)C)C, predict the reaction product. The product is: [F:36][C:2]([F:1])([F:35])[C:3]1[CH:4]=[C:5]([C@H:13]([O:15][C@H:16]2[CH2:25][CH2:24][C:23]3[N:22]=[C:21]([CH2:26][NH2:27])[CH:20]=[CH:19][C:18]=3[C@@H:17]2[C:28]2[CH:29]=[CH:30][C:31]([F:34])=[CH:32][CH:33]=2)[CH3:14])[CH:6]=[C:7]([C:9]([F:10])([F:11])[F:12])[CH:8]=1. (6) Given the reactants [Cl:1][C:2]1[CH:3]=[C:4]([CH:8]([C:10]2[CH:11]=[N:12][CH:13]=[CH:14][C:15]=2[Cl:16])[OH:9])[CH:5]=[CH:6][CH:7]=1, predict the reaction product. The product is: [Cl:1][C:2]1[CH:3]=[C:4]([C:8]([C:10]2[CH:11]=[N:12][CH:13]=[CH:14][C:15]=2[Cl:16])=[O:9])[CH:5]=[CH:6][CH:7]=1. (7) Given the reactants BrCC1C=C(C=CC=1)[C:6]#[N:7].C(=O)([O-])[O-].[K+].[K+].Cl[C:18]1[CH:19]=[C:20]([CH:46]=[CH:47][C:48]=1OC)[CH2:21][N:22]1[CH2:27][CH2:26][CH:25]([NH:28][C:29]([N:31]2[CH2:36][CH2:35][C:34](=[CH:37][C:38]3[CH:43]=[C:42]([F:44])[CH:41]=[CH:40][C:39]=3[F:45])[CH2:33][CH2:32]2)=[O:30])[CH2:24][CH2:23]1.O, predict the reaction product. The product is: [C:6]([C:18]1[CH:19]=[C:20]([CH:46]=[CH:47][CH:48]=1)[CH2:21][N:22]1[CH2:23][CH2:24][CH:25]([NH:28][C:29]([N:31]2[CH2:36][CH2:35][C:34](=[CH:37][C:38]3[CH:43]=[C:42]([F:44])[CH:41]=[CH:40][C:39]=3[F:45])[CH2:33][CH2:32]2)=[O:30])[CH2:26][CH2:27]1)#[N:7].